Dataset: Forward reaction prediction with 1.9M reactions from USPTO patents (1976-2016). Task: Predict the product of the given reaction. (1) Given the reactants [Cl:1][C:2]1[CH:7]=[CH:6][C:5]([CH:8]([NH2:18])[CH:9]([NH2:17])[CH2:10][CH:11]2[CH2:16][CH2:15][CH2:14][CH2:13][CH2:12]2)=[CH:4][CH:3]=1.Cl.[CH2:20]([O:22][C:23]1[CH:33]=[C:32]([O:34][CH3:35])[CH:31]=[CH:30][C:24]=1[C:25](=N)OCC)[CH3:21].ClC1C=CC(C2NC(C3C=CC(OC)=CC=3OCC)=NC2CC2CCCC2)=CC=1, predict the reaction product. The product is: [Cl:1][C:2]1[CH:3]=[CH:4][C:5]([CH:8]2[NH:18][C:25]([C:24]3[CH:30]=[CH:31][C:32]([O:34][CH3:35])=[CH:33][C:23]=3[O:22][CH2:20][CH3:21])=[N:17][CH:9]2[CH2:10][CH:11]2[CH2:12][CH2:13][CH2:14][CH2:15][CH2:16]2)=[CH:6][CH:7]=1. (2) Given the reactants [NH2:1][C:2]1[C:3]2[C:10]([C:11]3[CH:16]=[CH:15][C:14]([Cl:17])=[CH:13][CH:12]=3)=[CH:9][N:8]([C:18]3[CH:19]=[C:20]([CH:23]=[CH:24][CH:25]=3)[CH:21]=O)[C:4]=2[N:5]=[CH:6][N:7]=1.[N:26]1([C:30](=[O:34])[CH2:31][C:32]#[N:33])[CH2:29][CH2:28][CH2:27]1.N12CCCN=C1CCCCC2, predict the reaction product. The product is: [NH2:1][C:2]1[C:3]2[C:10]([C:11]3[CH:16]=[CH:15][C:14]([Cl:17])=[CH:13][CH:12]=3)=[CH:9][N:8]([C:18]3[CH:19]=[C:20](/[CH:21]=[C:31](/[C:30]([N:26]4[CH2:29][CH2:28][CH2:27]4)=[O:34])\[C:32]#[N:33])[CH:23]=[CH:24][CH:25]=3)[C:4]=2[N:5]=[CH:6][N:7]=1. (3) Given the reactants Br[C:2]1[CH:7]=[C:6]([CH3:8])[C:5]([C:9]2[C:10](=[O:23])[CH:11]([CH2:16][C:17]3[CH:22]=[CH:21][CH:20]=[CH:19][N:18]=3)[CH2:12][C:13]=2[O:14][CH3:15])=[C:4]([CH3:24])[CH:3]=1.[F-].[Cs+].[C:27]([Sn](CCCC)(CCCC)CCCC)#[CH:28], predict the reaction product. The product is: [C:27]([C:2]1[CH:7]=[C:6]([CH3:8])[C:5]([C:9]2[C:10](=[O:23])[CH:11]([CH2:16][C:17]3[CH:22]=[CH:21][CH:20]=[CH:19][N:18]=3)[CH2:12][C:13]=2[O:14][CH3:15])=[C:4]([CH3:24])[CH:3]=1)#[CH:28]. (4) Given the reactants [C:1]1([N:7]2[C:15]3[C:10](=[CH:11][C:12]([OH:16])=[CH:13][CH:14]=3)[CH:9]=[CH:8]2)[CH:6]=[CH:5][CH:4]=[CH:3][CH:2]=1.[Br:17][CH2:18][CH2:19][CH2:20][CH2:21][CH2:22][CH2:23]Br.C([O-])([O-])=O.[K+].[K+], predict the reaction product. The product is: [Br:17][CH2:18][CH2:19][CH2:20][CH2:21][CH2:22][CH2:23][O:16][C:12]1[CH:11]=[C:10]2[C:15](=[CH:14][CH:13]=1)[N:7]([C:1]1[CH:6]=[CH:5][CH:4]=[CH:3][CH:2]=1)[CH:8]=[CH:9]2.